The task is: Predict the product of the given reaction.. This data is from Forward reaction prediction with 1.9M reactions from USPTO patents (1976-2016). Given the reactants [C:1]1(=[O:8])[CH2:6][CH2:5][CH2:4][CH2:3][C:2]1=[O:7].[C:9]1(C)C=CC(S(O)(=O)=O)=C[CH:10]=1, predict the reaction product. The product is: [CH2:9]([O:7][C:2]1[C:1](=[O:8])[CH2:6][CH2:5][CH2:4][CH:3]=1)[CH3:10].